The task is: Predict the product of the given reaction.. This data is from Forward reaction prediction with 1.9M reactions from USPTO patents (1976-2016). (1) The product is: [C:26]([NH:30][C:31]([NH:3][C:4]1[CH:9]=[CH:8][CH:7]=[C:6]([C:10]2([F:25])[CH2:11][CH2:12][N:13]([CH2:16][CH2:17][O:18][C:19]3[CH:20]=[CH:21][CH:22]=[CH:23][CH:24]=3)[CH2:14][CH2:15]2)[CH:5]=1)=[O:32])([CH3:29])([CH3:28])[CH3:27]. Given the reactants Cl.Cl.[NH2:3][C:4]1[CH:5]=[C:6]([C:10]2([F:25])[CH2:15][CH2:14][N:13]([CH2:16][CH2:17][O:18][C:19]3[CH:24]=[CH:23][CH:22]=[CH:21][CH:20]=3)[CH2:12][CH2:11]2)[CH:7]=[CH:8][CH:9]=1.[C:26]([N:30]=[C:31]=[O:32])([CH3:29])([CH3:28])[CH3:27].C(N(C(C)C)CC)(C)C, predict the reaction product. (2) Given the reactants C(O[CH2:5][C:6]1[N:11]=[N:10][C:9]2[N:12]([CH3:15])[CH:13]=[N:14][C:8]=2[C:7]=1[CH2:16][CH2:17][CH3:18])(=O)C.[Li+].[OH-].O=S(Cl)[Cl:23], predict the reaction product. The product is: [Cl:23][CH2:5][C:6]1[N:11]=[N:10][C:9]2[N:12]([CH3:15])[CH:13]=[N:14][C:8]=2[C:7]=1[CH2:16][CH2:17][CH3:18]. (3) The product is: [Br:1][C:2]1[CH:3]=[CH:4][C:5]([O:11][C:12]2[CH:13]=[N:14][C:15]([Cl:18])=[CH:16][CH:17]=2)=[C:6]([CH:10]=1)[C:7]([N:21]([CH2:22][CH3:23])[CH2:19][CH3:20])=[O:9]. Given the reactants [Br:1][C:2]1[CH:3]=[CH:4][C:5]([O:11][C:12]2[CH:13]=[N:14][C:15]([Cl:18])=[CH:16][CH:17]=2)=[C:6]([CH:10]=1)[C:7]([OH:9])=O.[CH2:19]([NH:21][CH2:22][CH3:23])[CH3:20].C1C=CC2N(O)N=NC=2C=1.CCN(C(C)C)C(C)C.CCN=C=NCCCN(C)C, predict the reaction product. (4) Given the reactants [CH3:1][O:2][C:3](=[O:16])[CH2:4][C:5]1[CH:10]=[CH:9][C:8]([O:11][CH3:12])=[CH:7][C:6]=1[N+:13]([O-])=O.[C:17](OC(=O)C)(=[O:19])[CH3:18], predict the reaction product. The product is: [CH3:1][O:2][C:3](=[O:16])[CH2:4][C:5]1[CH:10]=[CH:9][C:8]([O:11][CH3:12])=[CH:7][C:6]=1[NH:13][C:17](=[O:19])[CH3:18]. (5) Given the reactants [CH:1]1([C:5]2[C:6]([C:18]3[CH2:23][CH2:22][CH2:21][CH2:20][CH:19]=3)=[C:7]([NH2:17])[N:8]([CH2:10][C:11]3[CH:12]=[N:13][CH:14]=[CH:15][CH:16]=3)[N:9]=2)[CH2:4][CH2:3][CH2:2]1.C(N=[C:27]=[O:28])C, predict the reaction product. The product is: [CH:1]1([C:5]2[C:6]3[C:18]4[CH2:23][CH2:22][CH2:21][CH2:20][C:19]=4[C:27](=[O:28])[NH:17][C:7]=3[N:8]([CH2:10][C:11]3[CH:12]=[N:13][CH:14]=[CH:15][CH:16]=3)[N:9]=2)[CH2:4][CH2:3][CH2:2]1. (6) Given the reactants [NH2:1][C:2]1[C:3]([O:31][CH3:32])=[C:4]([C:26]([O:29][CH3:30])=[CH:27][CH:28]=1)[C:5]([NH:7][C:8]1[C:13]([CH3:14])=[CH:12][C:11]([C:15]([F:24])([C:20]([F:23])([F:22])[F:21])[C:16]([F:19])([F:18])[F:17])=[CH:10][C:9]=1[CH3:25])=[O:6].C(N(CC)CC)C.[F:40][C:41]1[CH:49]=[CH:48][C:44]([C:45](Cl)=[O:46])=[CH:43][CH:42]=1, predict the reaction product. The product is: [CH3:14][C:13]1[CH:12]=[C:11]([C:15]([F:24])([C:20]([F:21])([F:22])[F:23])[C:16]([F:19])([F:18])[F:17])[CH:10]=[C:9]([CH3:25])[C:8]=1[NH:7][C:5](=[O:6])[C:4]1[C:26]([O:29][CH3:30])=[CH:27][CH:28]=[C:2]([NH:1][C:45](=[O:46])[C:44]2[CH:48]=[CH:49][C:41]([F:40])=[CH:42][CH:43]=2)[C:3]=1[O:31][CH3:32]. (7) The product is: [F:46][C:45]([F:47])([F:48])[C:42]1[CH:43]=[CH:44][C:39]([CH2:38][C:35]2[CH:34]=[CH:33][C:32]([O:31][C:29]([N:1]3[CH2:6][CH2:5][CH:4]([CH2:7][C:8]4[CH:13]=[CH:12][C:11]([CH2:14][C:15]([OH:17])=[O:16])=[CH:10][CH:9]=4)[CH2:3][CH2:2]3)=[O:30])=[CH:37][CH:36]=2)=[CH:40][CH:41]=1. Given the reactants [NH:1]1[CH2:6][CH2:5][CH:4]([CH2:7][C:8]2[CH:13]=[CH:12][C:11]([CH2:14][C:15]([OH:17])=[O:16])=[CH:10][CH:9]=2)[CH2:3][CH2:2]1.C[Si]([N-][Si](C)(C)C)(C)C.[Na+].Cl[C:29]([O:31][C:32]1[CH:37]=[CH:36][C:35]([CH2:38][C:39]2[CH:44]=[CH:43][C:42]([C:45]([F:48])([F:47])[F:46])=[CH:41][CH:40]=2)=[CH:34][CH:33]=1)=[O:30], predict the reaction product.